This data is from NCI-60 drug combinations with 297,098 pairs across 59 cell lines. The task is: Regression. Given two drug SMILES strings and cell line genomic features, predict the synergy score measuring deviation from expected non-interaction effect. Drug 1: CNC(=O)C1=CC=CC=C1SC2=CC3=C(C=C2)C(=NN3)C=CC4=CC=CC=N4. Drug 2: C1=NNC2=C1C(=O)NC=N2. Cell line: HS 578T. Synergy scores: CSS=1.84, Synergy_ZIP=2.47, Synergy_Bliss=5.72, Synergy_Loewe=0.797, Synergy_HSA=1.81.